Dataset: Experimentally validated miRNA-target interactions with 360,000+ pairs, plus equal number of negative samples. Task: Binary Classification. Given a miRNA mature sequence and a target amino acid sequence, predict their likelihood of interaction. (1) The protein sequence of the target gene is METLCPAPRLAVPASPRGSPCSPTPRKPCRGTQEFSPLCLRALAFCALAKPRASSLGPGPGELAARSPVLRGPQAPLRPGGWAPDGLKHLWAPTGRPGVPNTAAGEDADVAACPRRGEEEEGGGGFPHFGVRSCAPPGRCPAPPHPRESTTSFASAPPRPAPGLEPQRGPAASPPQEPSSRPPSPPAGLSTEPAGPGTAPRPFLPGQPAEVDGNPPPAAPEAPAASPSTASPAPAAPGDLRQEHFDRLIRRSKLWCYAKGFALDTPSLRRGPERPPAKGPARGAAKKRRLPAPPPRTAQP.... Result: 0 (no interaction). The miRNA is mmu-miR-1907 with sequence GAGCAGCAGAGGAUCUGGAGGU. (2) The miRNA is hsa-miR-3064-3p with sequence UUGCCACACUGCAACACCUUACA. The protein sequence of the target gene is MGRMASPLRSKSSAPRVESTRHKETSTVRVETSSHREETSSHRVETSSRQVRTSSRQVETSQRHREGPSLTPSTKRLPQFLEVSSQHVETSSQCTETSSRHVRASSSLRVETTVHRVESPARQSARMAR. Result: 0 (no interaction). (3) The miRNA is hsa-miR-548z with sequence CAAAAACCGCAAUUACUUUUGCA. The protein sequence of the target gene is MADRGCPLEAAPLPAEVLESLAELELELSEGDITQKGYEKKRAKLLARYIPLIQDVHTEAVQAALAKYKERKMPMPSKRRSALVHSSVETYTPPDTSSASEDEGSLRRPGRLTSTLLQSHSGIEPWLDRVIQGSSTSSSASSTSSHPGGRPAAAPSASTALAGLTAHAHIDLHSAPPDVTTGLVEHSSYERPQMASVRGIPRGHGRNVLETADGVPVNSRVSSKIQQLLNTLKRPKRPPLKEFFVDDFEELLEVQQPDPNQPKPEGDQMAVLKGEPLSVGTNGPLSLLAALQLWGTTQPK.... Result: 0 (no interaction). (4) The miRNA is hsa-miR-4761-5p with sequence ACAAGGUGUGCAUGCCUGACC. The protein sequence of the target gene is MEFFISMSETIKYNDDDHKTLFLKTLNEQRLEGEFCDIAIVVEDVKFRAHRCVLAACSTYFKKLFKKLEVDSSSVIEIDFLRSDIFEEVLNYMYTAKISVKKEDVNLMMSSGQILGIRFLDKLCSQKRDVSSPDENNGQSKSKYCLKINRPIGDAADTQDDDVEEIGDQDDSPSDDTVEGTPPSQEDGKSPTTTLRVQEAILKELGSEEVRKVNCYGQEVESMETPESKDLGSQTPQALTFNDGMSEVKDEQTPGWTTAASDMKFEYLLYGHHREQIACQACGKTFSDEGRLRKHEKLHT.... Result: 0 (no interaction).